Predict which catalyst facilitates the given reaction. From a dataset of Catalyst prediction with 721,799 reactions and 888 catalyst types from USPTO. (1) Reactant: C([NH:5][S:6]([C:9]1[C:10]([C:15]2[CH:20]=[CH:19][C:18]([CH2:21][N:22]3[C:26]([CH:27]=[O:28])=[C:25]([Cl:29])[N:24]=[C:23]3[C:30]3[CH:35]=[CH:34][CH:33]=[CH:32][CH:31]=3)=[C:17]([Cl:36])[CH:16]=2)=[CH:11][CH:12]=[CH:13][CH:14]=1)(=[O:8])=[O:7])(C)(C)C.C1(OC)C=CC=CC=1. Product: [Cl:36][C:17]1[CH:16]=[C:15]([C:10]2[C:9]([S:6]([NH2:5])(=[O:8])=[O:7])=[CH:14][CH:13]=[CH:12][CH:11]=2)[CH:20]=[CH:19][C:18]=1[CH2:21][N:22]1[C:26]([CH:27]=[O:28])=[C:25]([Cl:29])[N:24]=[C:23]1[C:30]1[CH:31]=[CH:32][CH:33]=[CH:34][CH:35]=1. The catalyst class is: 55. (2) Reactant: [CH3:1][O:2][C:3]1[CH:12]=[CH:11][CH:10]=[C:9]([NH:13][C:14]([NH:16][CH3:17])=[O:15])[C:4]=1[C:5](NC)=[O:6].[OH-].[Na+].C(O)(=O)C. Product: [CH3:1][O:2][C:3]1[CH:12]=[CH:11][CH:10]=[C:9]2[C:4]=1[C:5](=[O:6])[N:16]([CH3:17])[C:14](=[O:15])[NH:13]2. The catalyst class is: 97. (3) Reactant: [BrH:1].Cl[C:3]1[N:8]=[C:7]([C:9]2[N:18]=[CH:17][C:16]3[CH2:15][CH2:14][CH2:13][CH2:12][C:11]=3[N:10]=2)[CH:6]=[CH:5][C:4]=1[CH3:19].[OH-].[Na+]. Product: [Br:1][C:3]1[N:8]=[C:7]([C:9]2[N:18]=[CH:17][C:16]3[CH2:15][CH2:14][CH2:13][CH2:12][C:11]=3[N:10]=2)[CH:6]=[CH:5][C:4]=1[CH3:19]. The catalyst class is: 86. (4) Reactant: [C:1]1([C:7]2[N:8]=[C:9]([CH:17]3[CH2:22][CH2:21][NH:20][CH2:19][CH2:18]3)[S:10][C:11]=2[C:12]([O:14][CH2:15][CH3:16])=[O:13])[CH:6]=[CH:5][CH:4]=[CH:3][CH:2]=1.[C:23](Cl)(=[O:25])[CH3:24]. Product: [C:23]([N:20]1[CH2:21][CH2:22][CH:17]([C:9]2[S:10][C:11]([C:12]([O:14][CH2:15][CH3:16])=[O:13])=[C:7]([C:1]3[CH:6]=[CH:5][CH:4]=[CH:3][CH:2]=3)[N:8]=2)[CH2:18][CH2:19]1)(=[O:25])[CH3:24]. The catalyst class is: 220. (5) Reactant: [F:1][C:2]1[CH:7]=[C:6]([I:8])[CH:5]=[CH:4][C:3]=1[NH:9][C:10]1[N:15]([CH3:16])[C:14](=[O:17])[C:13]2[CH:18]=[CH:19][O:20][C:12]=2[C:11]=1[C:21]([OH:23])=O.[CH:24]([O:26][CH2:27][CH2:28][O:29][NH2:30])=[CH2:25].C(Cl)CCl.C1C=CC2N(O)N=NC=2C=1. Product: [F:1][C:2]1[CH:7]=[C:6]([I:8])[CH:5]=[CH:4][C:3]=1[NH:9][C:10]1[N:15]([CH3:16])[C:14](=[O:17])[C:13]2[CH:18]=[CH:19][O:20][C:12]=2[C:11]=1[C:21]([NH:30][O:29][CH2:28][CH2:27][O:26][CH:24]=[CH2:25])=[O:23]. The catalyst class is: 3.